Task: Predict which catalyst facilitates the given reaction.. Dataset: Catalyst prediction with 721,799 reactions and 888 catalyst types from USPTO (1) The catalyst class is: 1. Reactant: [F:1][C:2]1([C:21]([O:23]C)=[O:22])[CH2:7][CH2:6][N:5]([CH:8]2[CH2:11][C:10]3([CH2:15][CH2:14][N:13]([C:16]([O:18][CH2:19][CH3:20])=[O:17])[CH2:12]3)[CH2:9]2)[CH2:4][CH2:3]1.[Li+].[OH-].Cl. Product: [CH2:19]([O:18][C:16]([N:13]1[CH2:14][CH2:15][C:10]2([CH2:11][CH:8]([N:5]3[CH2:6][CH2:7][C:2]([F:1])([C:21]([OH:23])=[O:22])[CH2:3][CH2:4]3)[CH2:9]2)[CH2:12]1)=[O:17])[CH3:20]. (2) Reactant: [Cl:1][C:2]1[CH:7]=[C:6]([N+:8]([O-:10])=[O:9])[CH:5]=[CH:4][C:3]=1F.[Cl:12][C:13]1[CH:14]=[C:15]([OH:19])[CH:16]=[CH:17][CH:18]=1.C([O-])([O-])=O.[Cs+].[Cs+]. Product: [Cl:1][C:2]1[CH:7]=[C:6]([N+:8]([O-:10])=[O:9])[CH:5]=[CH:4][C:3]=1[O:19][C:15]1[CH:16]=[CH:17][CH:18]=[C:13]([Cl:12])[CH:14]=1. The catalyst class is: 618.